The task is: Predict the reactants needed to synthesize the given product.. This data is from Full USPTO retrosynthesis dataset with 1.9M reactions from patents (1976-2016). (1) Given the product [CH2:16]([O:20][C:21]([N:23]1[CH2:28][CH2:27][N:26]([C:29](=[O:41])[C@@H:30]([NH:40][C:13]([C:4]2[CH:3]=[C:2]([OH:1])[C:11]3[C:6](=[CH:7][C:8]([CH3:12])=[CH:9][CH:10]=3)[CH:5]=2)=[O:15])[CH2:31][CH2:32][C:33]([O:35][C:36]([CH3:39])([CH3:38])[CH3:37])=[O:34])[CH2:25][CH2:24]1)=[O:22])[CH2:17][CH2:18][CH3:19], predict the reactants needed to synthesize it. The reactants are: [OH:1][C:2]1[C:11]2[C:6](=[CH:7][C:8]([CH3:12])=[CH:9][CH:10]=2)[CH:5]=[C:4]([C:13]([OH:15])=O)[CH:3]=1.[CH2:16]([O:20][C:21]([N:23]1[CH2:28][CH2:27][N:26]([C:29](=[O:41])[C@@H:30]([NH2:40])[CH2:31][CH2:32][C:33]([O:35][C:36]([CH3:39])([CH3:38])[CH3:37])=[O:34])[CH2:25][CH2:24]1)=[O:22])[CH2:17][CH2:18][CH3:19].C1C=CC2N(O)N=NC=2C=1.C(Cl)CCl. (2) Given the product [C:1]([C:4]1[C:12]2[C:7](=[CH:8][C:9]([C:16]([N:40]3[CH2:39][CH2:38][C:37]4([CH2:36][C:35](=[O:47])[C:34]5[C:44](=[CH:45][CH:46]=[C:32]([C:28]6[CH:27]=[C:26]([CH:31]=[CH:30][CH:29]=6)[C:25]([O:24][CH3:23])=[O:48])[CH:33]=5)[O:43]4)[CH2:42][CH2:41]3)=[O:17])=[CH:10][C:11]=2[O:13][CH2:14][CH3:15])[N:6]([CH:19]2[CH2:21][CH2:20]2)[CH:5]=1)(=[O:3])[NH2:2], predict the reactants needed to synthesize it. The reactants are: [C:1]([C:4]1[C:12]2[C:7](=[CH:8][C:9]([C:16](O)=[O:17])=[CH:10][C:11]=2[O:13][CH2:14][CH3:15])[N:6]([CH:19]2[CH2:21][CH2:20]2)[CH:5]=1)(=[O:3])[NH2:2].Cl.[CH3:23][O:24][C:25](=[O:48])[C:26]1[CH:31]=[CH:30][CH:29]=[C:28]([C:32]2[CH:33]=[C:34]3[C:44](=[CH:45][CH:46]=2)[O:43][C:37]2([CH2:42][CH2:41][NH:40][CH2:39][CH2:38]2)[CH2:36][C:35]3=[O:47])[CH:27]=1.CCN=C=NCCCN(C)C.Cl.C1C=CC2N(O)N=NC=2C=1. (3) Given the product [NH2:32][C:27]1[N:26]=[CH:25][C:24]2[C:29](=[CH:30][CH:31]=[C:22]([C:20]3[CH:21]=[C:16]([NH:15][S:9]([C:5]4[CH:6]=[CH:7][CH:8]=[C:3]([C:2]([F:14])([F:13])[F:1])[CH:4]=4)(=[O:11])=[O:10])[CH:17]=[CH:18][C:19]=3[CH3:33])[CH:23]=2)[N:28]=1, predict the reactants needed to synthesize it. The reactants are: [F:1][C:2]([F:14])([F:13])[C:3]1[CH:4]=[C:5]([S:9](Cl)(=[O:11])=[O:10])[CH:6]=[CH:7][CH:8]=1.[NH2:15][C:16]1[CH:17]=[CH:18][C:19]([CH3:33])=[C:20]([C:22]2[CH:23]=[C:24]3[C:29](=[CH:30][CH:31]=2)[N:28]=[C:27]([NH2:32])[N:26]=[CH:25]3)[CH:21]=1.CCN(CC)CC. (4) Given the product [CH2:17]([C:19]1[C:23]2[CH:24]=[CH:25][C:26]([C:28]([F:31])([F:29])[F:30])=[CH:27][C:22]=2[S:21][C:20]=1[CH:32]=[O:33])[CH3:18], predict the reactants needed to synthesize it. The reactants are: CC1C2C=C(C(F)(F)F)C=CC=2SC=1C=O.[CH2:17]([C:19]1[C:23]2[CH:24]=[CH:25][C:26]([C:28]([F:31])([F:30])[F:29])=[CH:27][C:22]=2[S:21][C:20]=1[CH2:32][OH:33])[CH3:18]. (5) The reactants are: [CH3:1][O:2][C:3]1[CH:16]=[CH:15][C:6]([CH2:7][N:8]2[CH2:12][CH:11]([CH3:13])[NH:10][C:9]2=[O:14])=[CH:5][CH:4]=1.[H-].[Na+].[C:19](Cl)(=[O:26])[C:20]1[CH:25]=[CH:24][CH:23]=[CH:22][CH:21]=1.Cl. Given the product [C:19]([N:10]1[CH:11]([CH3:13])[CH2:12][N:8]([CH2:7][C:6]2[CH:15]=[CH:16][C:3]([O:2][CH3:1])=[CH:4][CH:5]=2)[C:9]1=[O:14])(=[O:26])[C:20]1[CH:25]=[CH:24][CH:23]=[CH:22][CH:21]=1, predict the reactants needed to synthesize it.